From a dataset of Full USPTO retrosynthesis dataset with 1.9M reactions from patents (1976-2016). Predict the reactants needed to synthesize the given product. (1) Given the product [NH2:25][CH2:24][CH2:23][C:20]1[CH:21]=[CH:22][C:17]([S:14]([C:11]2[CH:12]=[CH:13][C:3]([O:2][CH3:1])=[C:4]([CH:10]=2)[C:5]([O:7][CH2:8][CH3:9])=[O:6])(=[O:16])=[O:15])=[CH:18][CH:19]=1, predict the reactants needed to synthesize it. The reactants are: [CH3:1][O:2][C:3]1[CH:13]=[CH:12][C:11]([S:14]([C:17]2[CH:22]=[CH:21][C:20]([CH2:23][CH2:24][NH:25]C(=O)C(F)(F)F)=[CH:19][CH:18]=2)(=[O:16])=[O:15])=[CH:10][C:4]=1[C:5]([O:7][CH2:8][CH3:9])=[O:6]. (2) Given the product [N:1]1([C:6]2[CH:11]=[CH:10][C:9]([S:12]([NH:16][C:17]3[CH:21]=[CH:20][S:19][C:18]=3[C:22]([O:24][CH3:25])=[O:23])(=[O:14])=[O:13])=[CH:8][CH:7]=2)[CH:5]=[CH:4][CH:3]=[N:2]1, predict the reactants needed to synthesize it. The reactants are: [N:1]1([C:6]2[CH:11]=[CH:10][C:9]([S:12](Cl)(=[O:14])=[O:13])=[CH:8][CH:7]=2)[CH:5]=[CH:4][CH:3]=[N:2]1.[NH2:16][C:17]1[CH:21]=[CH:20][S:19][C:18]=1[C:22]([O:24][CH3:25])=[O:23].N1C=CC=CC=1. (3) Given the product [ClH:1].[CH:17]([NH:16][C:14]1[N:13]([CH3:20])[C:12]2[CH:21]=[CH:22][C:9]([N:8]([CH3:23])[C:6]3[CH:5]=[CH:4][N:3]=[C:2]([NH:24][C:25]4[CH:26]=[CH:27][C:28]([CH3:35])=[C:29]([S:31]([NH2:34])(=[O:32])=[O:33])[CH:30]=4)[N:7]=3)=[CH:10][C:11]=2[N:15]=1)([CH3:19])[CH3:18], predict the reactants needed to synthesize it. The reactants are: [Cl:1][C:2]1[N:7]=[C:6]([N:8]([CH3:23])[C:9]2[CH:22]=[CH:21][C:12]3[N:13]([CH3:20])[C:14]([NH:16][CH:17]([CH3:19])[CH3:18])=[N:15][C:11]=3[CH:10]=2)[CH:5]=[CH:4][N:3]=1.[NH2:24][C:25]1[CH:26]=[CH:27][C:28]([CH3:35])=[C:29]([S:31]([NH2:34])(=[O:33])=[O:32])[CH:30]=1. (4) The reactants are: [CH:1]1([CH2:4][O:5][C:6]2[N:11]=[C:10]([C:12]([OH:14])=O)[CH:9]=[CH:8][C:7]=2[N:15]2[CH2:18][C:17]([F:20])([F:19])[CH2:16]2)[CH2:3][CH2:2]1.[NH2:21][C:22]1([CH2:26][C:27]([NH2:29])=[O:28])[CH2:25][O:24][CH2:23]1. Given the product [C:27]([CH2:26][C:22]1([NH:21][C:12]([C:10]2[CH:9]=[CH:8][C:7]([N:15]3[CH2:18][C:17]([F:20])([F:19])[CH2:16]3)=[C:6]([O:5][CH2:4][CH:1]3[CH2:2][CH2:3]3)[N:11]=2)=[O:14])[CH2:25][O:24][CH2:23]1)(=[O:28])[NH2:29], predict the reactants needed to synthesize it. (5) Given the product [OH:24][CH:12]1[N:11]([CH2:15][C:16](=[O:22])[C:17]2[S:18][CH:19]=[CH:20][CH:21]=2)[CH:10]=[C:9]([C:7]([NH:6][NH:5][S:2]([CH3:1])(=[O:3])=[O:4])=[O:8])[CH2:14][CH2:13]1, predict the reactants needed to synthesize it. The reactants are: [CH3:1][S:2]([NH:5][NH:6][C:7]([C:9]1[CH2:14][CH:13]=[CH:12][N:11]([CH2:15][C:16](=[O:22])[C:17]2[S:18][CH:19]=[CH:20][CH:21]=2)[CH:10]=1)=[O:8])(=[O:4])=[O:3].C(=O)(O)[O-:24].[Na+]. (6) Given the product [F:1][C:2]1[CH:7]=[CH:6][C:5]([O:8][CH2:33][C:34]([O:36][CH:37]([CH3:39])[CH3:38])=[O:35])=[C:4]([CH3:9])[C:3]=1[NH:10][CH2:11][C:12]1[CH:17]=[C:16]([CH3:18])[CH:15]=[C:14]([C:19]2[CH:24]=[CH:23][CH:22]=[C:21]([F:25])[CH:20]=2)[CH:13]=1, predict the reactants needed to synthesize it. The reactants are: [F:1][C:2]1[CH:7]=[CH:6][C:5]([OH:8])=[C:4]([CH3:9])[C:3]=1[NH:10][CH2:11][C:12]1[CH:17]=[C:16]([CH3:18])[CH:15]=[C:14]([C:19]2[CH:24]=[CH:23][CH:22]=[C:21]([F:25])[CH:20]=2)[CH:13]=1.C([O-])([O-])=O.[Cs+].[Cs+].Br[CH2:33][C:34]([O:36][CH:37]([CH3:39])[CH3:38])=[O:35].O.